From a dataset of Forward reaction prediction with 1.9M reactions from USPTO patents (1976-2016). Predict the product of the given reaction. (1) The product is: [CH3:1][N:2]1[CH2:3][CH2:4][N:5]([C:8]2[CH:13]=[CH:12][C:11]([NH2:14])=[CH:10][C:9]=2[CH3:17])[CH2:6][CH2:7]1. Given the reactants [CH3:1][N:2]1[CH2:7][CH2:6][N:5]([C:8]2[CH:13]=[CH:12][C:11]([N+:14]([O-])=O)=[CH:10][C:9]=2[CH3:17])[CH2:4][CH2:3]1, predict the reaction product. (2) Given the reactants [F:1][C:2]1[N:10]=[C:9]2[C:5]([N:6]=[C:7]([CH2:14][C:15]3[C:23]([I:24])=[CH:22][C:18]4[O:19][CH2:20][O:21][C:17]=4[CH:16]=3)[N:8]2[CH2:11][C:12]#[CH:13])=[C:4]([NH2:25])[N:3]=1.[NH:26]1[CH2:30][CH2:29][CH:28]([OH:31])[CH2:27]1.C=O.[C:34](O)(=O)C, predict the reaction product. The product is: [NH2:25][C:4]1[N:3]=[C:2]([F:1])[N:10]=[C:9]2[C:5]=1[N:6]=[C:7]([CH2:14][C:15]1[C:23]([I:24])=[CH:22][C:18]3[O:19][CH2:20][O:21][C:17]=3[CH:16]=1)[N:8]2[CH2:11][C:12]#[C:13][CH2:34][N:26]1[CH2:30][CH2:29][CH:28]([OH:31])[CH2:27]1.